Dataset: Forward reaction prediction with 1.9M reactions from USPTO patents (1976-2016). Task: Predict the product of the given reaction. Given the reactants C[O:2][C:3](=[O:34])[CH:4]([CH2:24][CH:25]=[CH:26][CH2:27][P:28]([O:32][CH3:33])([O:30][CH3:31])=[O:29])[CH2:5][C:6]([CH3:23])=[CH:7][CH2:8][C:9]1[C:10]([OH:22])=[C:11]2[C:15](=[C:16]([CH3:20])[C:17]=1[O:18][CH3:19])[CH2:14][O:13][C:12]2=[O:21].O[Li].O, predict the reaction product. The product is: [CH3:31][O:30][P:28]([CH2:27][CH:26]=[CH:25][CH2:24][CH:4]([CH2:5][C:6]([CH3:23])=[CH:7][CH2:8][C:9]1[C:10]([OH:22])=[C:11]2[C:15](=[C:16]([CH3:20])[C:17]=1[O:18][CH3:19])[CH2:14][O:13][C:12]2=[O:21])[C:3]([OH:34])=[O:2])([O:32][CH3:33])=[O:29].